From a dataset of Full USPTO retrosynthesis dataset with 1.9M reactions from patents (1976-2016). Predict the reactants needed to synthesize the given product. (1) Given the product [C:13]([O:2][C:19]([N:21]1[CH2:22][C:18]2[C:13](=[CH:14][CH:15]=[CH:16][CH:17]=2)[CH:12]1[C:19]([N:21]1[CH2:24][CH2:23][C@H:22]1[C:25]([OH:27])=[O:26])=[O:20])=[O:20])([CH3:18])([CH3:14])[CH3:12], predict the reactants needed to synthesize it. The reactants are: [Li+].[OH-:2].C(OC(N1[C:18]2[C:13](=[CH:14][CH:15]=[CH:16][CH:17]=2)[CH:12]([C:19]([N:21]2[CH2:24][CH2:23][C@H:22]2[C:25]([O:27]CC)=[O:26])=[O:20])C1)=O)(C)(C)C. (2) Given the product [CH2:2]([O:20][C:21]1[CH:22]=[C:23]([CH:28]=[C:29]([O:32][CH2:13][CH2:12][CH2:11][CH2:10][CH2:9][CH2:8][CH2:7][CH2:6][CH2:5][CH2:4][CH2:3][CH3:2])[C:30]=1[O:31][CH2:13][CH2:12][CH2:11][CH2:10][CH2:9][CH2:8][CH2:7][CH2:6][CH2:5][CH2:4][CH2:3][CH3:2])[C:24]([O:26][CH3:27])=[O:25])[CH2:3][CH2:4][CH2:5][CH2:6][CH2:7][CH2:8][CH2:9][CH2:10][CH2:11][CH2:12][CH3:13], predict the reactants needed to synthesize it. The reactants are: Br[CH2:2][CH2:3][CH2:4][CH2:5][CH2:6][CH2:7][CH2:8][CH2:9][CH2:10][CH2:11][CH2:12][CH3:13].C([O-])([O-])=O.[K+].[K+].[OH:20][C:21]1[CH:22]=[C:23]([CH:28]=[C:29]([OH:32])[C:30]=1[OH:31])[C:24]([O:26][CH3:27])=[O:25].N#N. (3) Given the product [CH3:1][C:2]1[C:14]2[C:13](=[S:31])[C:12]3[C:7](=[CH:8][CH:9]=[CH:10][CH:11]=3)[NH:6][C:5]=2[N:4]([C:16]2[CH:21]=[CH:20][CH:19]=[CH:18][N:17]=2)[N:3]=1, predict the reactants needed to synthesize it. The reactants are: [CH3:1][C:2]1[C:14]2[C:13](=O)[C:12]3[C:7](=[CH:8][CH:9]=[CH:10][CH:11]=3)[NH:6][C:5]=2[N:4]([C:16]2[CH:21]=[CH:20][CH:19]=[CH:18][N:17]=2)[N:3]=1.COC1C=CC(P2(SP(C3C=CC(OC)=CC=3)(=S)S2)=[S:31])=CC=1. (4) Given the product [F:1][C:2]1[CH:3]=[CH:4][C:5]([CH:8]2[CH2:12][CH2:11][N:10]([CH2:13][C:14](=[O:16])[N:51]3[CH2:50][CH2:49][C:48]4[C:53](=[CH:54][C:45]([C:44]([F:43])([F:56])[F:55])=[CH:46][CH:47]=4)[CH2:52]3)[C:9]2=[O:17])=[CH:6][CH:7]=1, predict the reactants needed to synthesize it. The reactants are: [F:1][C:2]1[CH:7]=[CH:6][C:5]([CH:8]2[CH2:12][CH2:11][N:10]([CH2:13][C:14]([OH:16])=O)[C:9]2=[O:17])=[CH:4][CH:3]=1.FC1C=CC(C2(C3C=CC(F)=CC=3)CCCN(CC(O)=O)C2=O)=CC=1.[F:43][C:44]([F:56])([F:55])[C:45]1[CH:54]=[C:53]2[C:48]([CH2:49][CH2:50][NH:51][CH2:52]2)=[CH:47][CH:46]=1.C1(C2(C3C=CC=CC=3)CCNC2)C=CC=CC=1. (5) Given the product [CH2:6]([C:8]1([C:18](=[O:24])[C:19]([OH:21])=[O:20])[CH:9]=[C:10]([CH2:16][CH3:17])[CH:11]=[C:12]([CH2:14][CH3:15])[CH2:13]1)[CH3:7], predict the reactants needed to synthesize it. The reactants are: O1CCCC1.[CH2:6]([C:8]1([C:18](=[O:24])[C:19]([O:21]CC)=[O:20])[CH:13]=[C:12]([CH2:14][CH3:15])[CH:11]=[C:10]([CH2:16][CH3:17])[CH2:9]1)[CH3:7].[OH-].[Na+]. (6) The reactants are: [Na].[CH3:2][O:3][CH2:4][CH2:5][OH:6].Cl.Cl[C:9]1[CH:18]=[C:17]2[C:12]([C:13]([NH:19][C:20]3[CH:25]=[CH:24][C:23]([Cl:26])=[CH:22][C:21]=3[F:27])=[N:14][CH:15]=[N:16]2)=[CH:11][C:10]=1[N+:28]([O-:30])=[O:29]. Given the product [Cl:26][C:23]1[CH:24]=[CH:25][C:20]([NH:19][C:13]2[C:12]3[C:17](=[CH:18][C:9]([O:6][CH2:5][CH2:4][O:3][CH3:2])=[C:10]([N+:28]([O-:30])=[O:29])[CH:11]=3)[N:16]=[CH:15][N:14]=2)=[C:21]([F:27])[CH:22]=1, predict the reactants needed to synthesize it. (7) Given the product [CH3:1][C@@H:2]1[CH2:6][CH2:5][CH2:4][N:3]1[CH2:7][CH2:8][C:9]1[CH:14]=[CH:13][C:12]([C:15]2[CH:16]=[CH:17][C:18]([CH2:21][CH2:22][C:23]([NH:27][CH2:28][CH2:29][C:30]([O:32][C:33]([CH3:36])([CH3:35])[CH3:34])=[O:31])=[O:24])=[CH:19][CH:20]=2)=[CH:11][CH:10]=1, predict the reactants needed to synthesize it. The reactants are: [CH3:1][C@@H:2]1[CH2:6][CH2:5][CH2:4][N:3]1[CH2:7][CH2:8][C:9]1[CH:14]=[CH:13][C:12]([C:15]2[CH:20]=[CH:19][C:18]([CH2:21][CH2:22][C:23](O)=[O:24])=[CH:17][CH:16]=2)=[CH:11][CH:10]=1.Cl.[NH2:27][CH2:28][CH2:29][C:30]([O:32][C:33]([CH3:36])([CH3:35])[CH3:34])=[O:31].CN(C(ON1N=NC2C=CC=NC1=2)=[N+](C)C)C.F[P-](F)(F)(F)(F)F.Cl. (8) Given the product [ClH:1].[CH3:29][S:30]([CH:33]([C:35]1[CH:36]=[CH:37][C:38]([NH:41][C:2]2[N:7]=[C:6]([N:8]([CH3:28])[C:9]3[CH:27]=[CH:26][C:12]4[N:13]([CH3:25])[C:14]([NH:16][CH2:17][C:18]5[CH:23]=[CH:22][C:21]([CH3:24])=[CH:20][CH:19]=5)=[N:15][C:11]=4[CH:10]=3)[CH:5]=[CH:4][N:3]=2)=[CH:39][CH:40]=1)[CH3:34])(=[O:31])=[O:32], predict the reactants needed to synthesize it. The reactants are: [Cl:1][C:2]1[N:7]=[C:6]([N:8]([CH3:28])[C:9]2[CH:27]=[CH:26][C:12]3[N:13]([CH3:25])[C:14]([NH:16][CH2:17][C:18]4[CH:23]=[CH:22][C:21]([CH3:24])=[CH:20][CH:19]=4)=[N:15][C:11]=3[CH:10]=2)[CH:5]=[CH:4][N:3]=1.[CH3:29][S:30]([CH:33]([C:35]1[CH:40]=[CH:39][C:38]([NH2:41])=[CH:37][CH:36]=1)[CH3:34])(=[O:32])=[O:31]. (9) Given the product [S:33]1[C:34]2[CH:39]=[CH:38][CH:37]=[CH:36][C:35]=2[C:31]([N:25]2[CH2:26][CH2:27][N:28]([CH2:8][CH2:9][CH2:10][C:11]3[CH:12]=[C:13]4[C:18](=[CH:19][CH:20]=3)[NH:17][C:16](=[O:21])[C:15]([CH3:23])([CH3:22])[CH2:14]4)[CH2:29][CH2:30]2)=[N:32]1, predict the reactants needed to synthesize it. The reactants are: C(=O)([O-])[O-].[Na+].[Na+].Cl[CH2:8][CH2:9][CH2:10][C:11]1[CH:12]=[C:13]2[C:18](=[CH:19][CH:20]=1)[NH:17][C:16](=[O:21])[C:15]([CH3:23])([CH3:22])[CH2:14]2.Cl.[N:25]1([C:31]2[C:35]3[CH:36]=[CH:37][CH:38]=[CH:39][C:34]=3[S:33][N:32]=2)[CH2:30][CH2:29][NH:28][CH2:27][CH2:26]1. (10) Given the product [Br:1][C:2]1[CH:3]=[C:4]([N:5]=[N:10][CH:16]([C:14]#[N:15])[C:17]([NH2:19])=[O:18])[CH:6]=[CH:7][CH:8]=1, predict the reactants needed to synthesize it. The reactants are: [Br:1][C:2]1[CH:3]=[C:4]([CH:6]=[CH:7][CH:8]=1)[NH2:5].Cl.[N:10]([O-])=O.[Na+].[C:14]([CH2:16][C:17]([NH2:19])=[O:18])#[N:15].C([O-])(=O)C.[Na+].